This data is from Reaction yield outcomes from USPTO patents with 853,638 reactions. The task is: Predict the reaction yield, written as a fraction of the theoretical maximum amount of product (1.0 means a 100% yield; for example, 0.34 means a 34% yield). (1) The reactants are [N:1]1[CH:6]=[CH:5][CH:4]=[C:3]([S:7](Cl)(=[O:9])=[O:8])[CH:2]=1.[C:11]1([C:19]2[CH:24]=[CH:23][CH:22]=[CH:21][CH:20]=2)[CH:16]=[CH:15][C:14]([CH2:17][NH2:18])=[CH:13][CH:12]=1. The catalyst is O. The product is [C:11]1([C:19]2[CH:20]=[CH:21][CH:22]=[CH:23][CH:24]=2)[CH:12]=[CH:13][C:14]([CH2:17][NH:18][S:7]([C:3]2[CH:2]=[N:1][CH:6]=[CH:5][CH:4]=2)(=[O:9])=[O:8])=[CH:15][CH:16]=1. The yield is 0.920. (2) The reactants are [NH2:1][C:2]1[N:7]=[C:6]([C:8]2[N:12]([CH2:13][CH:14]3[CH2:16][CH2:15]3)[C:11]([CH3:17])=[N:10][CH:9]=2)[CH:5]=[CH:4][N:3]=1.[CH3:18][O:19][CH2:20][CH2:21][N:22]([C:33]([CH3:36])([CH3:35])[CH3:34])[S:23]([C:26]1[CH:31]=[CH:30][C:29](I)=[CH:28][CH:27]=1)(=[O:25])=[O:24].C(O)(=O)C. The catalyst is O. The product is [CH:14]1([CH2:13][N:12]2[C:8]([C:6]3[CH:5]=[CH:4][N:3]=[C:2]([NH:1][C:29]4[CH:28]=[CH:27][C:26]([S:23](=[O:24])(=[O:25])[N:22]([CH2:21][CH2:20][O:19][CH3:18])[C:33]([CH3:36])([CH3:34])[CH3:35])=[CH:31][CH:30]=4)[N:7]=3)=[CH:9][N:10]=[C:11]2[CH3:17])[CH2:15][CH2:16]1. The yield is 0.320. (3) The yield is 0.304. The product is [F:22][C:21]([F:23])([F:24])[C:19]1[CH:20]=[C:15]([NH:14][C:13]([C:7]2[CH:8]=[C:9]([OH:12])[CH:10]=[CH:11][C:6]=2[CH:5]=[C:4]([C:30]#[N:31])[C:3]([OH:32])=[O:2])=[O:29])[CH:16]=[C:17]([C:25]([F:27])([F:28])[F:26])[CH:18]=1. The reactants are C[O:2][C:3](=[O:32])[C:4]([C:30]#[N:31])=[CH:5][C:6]1[CH:11]=[CH:10][C:9]([OH:12])=[CH:8][C:7]=1[C:13](=[O:29])[NH:14][C:15]1[CH:20]=[C:19]([C:21]([F:24])([F:23])[F:22])[CH:18]=[C:17]([C:25]([F:28])([F:27])[F:26])[CH:16]=1.[OH-].[Na+].Cl. The catalyst is C(O)C.